From a dataset of Full USPTO retrosynthesis dataset with 1.9M reactions from patents (1976-2016). Predict the reactants needed to synthesize the given product. (1) The reactants are: [CH2:1]([O:8][CH2:9][C:10]([C:15]1[CH:20]=[CH:19][C:18]([Br:21])=[CH:17][CH:16]=1)([CH2:13][OH:14])[CH2:11]O)[C:2]1[CH:7]=[CH:6][CH:5]=[CH:4][CH:3]=1.[Li]CCCC.C1(C)C=CC(S(Cl)(=O)=O)=CC=1. Given the product [CH2:1]([O:8][CH2:9][C:10]1([C:15]2[CH:20]=[CH:19][C:18]([Br:21])=[CH:17][CH:16]=2)[CH2:13][O:14][CH2:11]1)[C:2]1[CH:7]=[CH:6][CH:5]=[CH:4][CH:3]=1, predict the reactants needed to synthesize it. (2) Given the product [Cl:19][C:17]1[CH:16]=[CH:15][C:14]2[N:8]([CH2:7][C:6]([CH3:48])([CH3:49])[CH2:5][OH:4])[C:9](=[O:47])[C@@H:10]([CH2:28][C:29]([NH:31][C:32]3[CH:37]=[CH:36][C:35]([O:38][C:39]([F:45])([F:46])[C:40]([OH:42])=[O:41])=[CH:34][CH:33]=3)=[O:30])[O:11][C@@H:12]([CH2:20][CH:21]([CH3:27])[CH2:22][CH3:23])[C:13]=2[CH:18]=1, predict the reactants needed to synthesize it. The reactants are: C([O:4][CH2:5][C:6]([CH3:49])([CH3:48])[CH2:7][N:8]1[C:14]2[CH:15]=[CH:16][C:17]([Cl:19])=[CH:18][C:13]=2[C@H:12]([C:20]2C=C[CH:23]=[C:22](C)[C:21]=2[CH3:27])[O:11][C@H:10]([CH2:28][C:29]([NH:31][C:32]2[CH:37]=[CH:36][C:35]([O:38][C:39]([F:46])([F:45])[C:40]([O:42]CC)=[O:41])=[CH:34][CH:33]=2)=[O:30])[C:9]1=[O:47])(=O)C.[OH-].[Na+].C(O)C. (3) Given the product [OH:3][C:4]1[CH:11]=[CH:10][CH:9]=[CH:8][C:5]=1/[C:20](=[N:18]/[O:17][CH3:16])/[C:19]([NH:14][CH3:13])=[O:22], predict the reactants needed to synthesize it. The reactants are: ClC1(Cl)C(=O)[C:5]2[CH:8]=[CH:9][CH:10]=[CH:11][C:4]=2[O:3]1.[CH3:13][NH2:14].Cl.[CH3:16][O:17][NH2:18].[C:19]([O-:22])(=O)[CH3:20].[Na+]. (4) Given the product [CH2:1]([N:3]([CH2:7][CH3:8])[CH2:4][CH2:5][NH:6][C:10]1=[N:11][C:12](=[O:15])[S:13]/[C:14]/1=[CH:16]\[C:18]1[CH:36]=[CH:35][C:21]([O:22][C:23]2[CH:30]=[CH:29][C:26]([C:27]#[N:28])=[C:25]([C:31]([F:32])([F:33])[F:34])[CH:24]=2)=[C:20]([O:37][CH3:38])[CH:19]=1)[CH3:2], predict the reactants needed to synthesize it. The reactants are: [CH2:1]([N:3]([CH2:7][CH3:8])[CH2:4][CH2:5][NH2:6])[CH3:2].S=[C:10]1[CH2:14][S:13][C:12](=[O:15])[NH:11]1.[CH:16]([C:18]1[CH:36]=[CH:35][C:21]([O:22][C:23]2[CH:30]=[CH:29][C:26]([C:27]#[N:28])=[C:25]([C:31]([F:34])([F:33])[F:32])[CH:24]=2)=[C:20]([O:37][CH3:38])[CH:19]=1)=O.CC(C)([O-])C.[K+].[Cl-].[NH4+]. (5) Given the product [Cl:21][CH2:2][C:3]1[N:4]=[C:5]([C:9]2[CH:14]=[CH:13][C:12]([CH3:15])=[CH:11][CH:10]=2)[O:6][C:7]=1[CH3:8], predict the reactants needed to synthesize it. The reactants are: Cl.[CH3:2][C:3]1[N+:4]([O-])=[C:5]([C:9]2[CH:14]=[CH:13][C:12]([CH3:15])=[CH:11][CH:10]=2)[O:6][C:7]=1[CH3:8].CS([Cl:21])(=O)=O.COCCOC.